From a dataset of Catalyst prediction with 721,799 reactions and 888 catalyst types from USPTO. Predict which catalyst facilitates the given reaction. (1) Reactant: [CH3:1][C:2]([O:5][C:6]([NH:8][CH2:9][C@H:10]1[CH2:14][CH2:13][N:12]([CH2:15][CH:16]([C:21]2[C:22]([F:33])=[CH:23][CH:24]=[C:25]3[C:30]=2[N:29]=[C:28]([O:31][CH3:32])[CH:27]=[CH:26]3)[C:17](OC)=[O:18])[CH2:11]1)=[O:7])([CH3:4])[CH3:3].[H-].[Al+3].[Li+].[H-].[H-].[H-].O.[OH-].[Na+]. Product: [F:33][C:22]1[C:21]([CH:16]([CH2:17][OH:18])[CH2:15][N:12]2[CH2:13][CH2:14][C@H:10]([CH2:9][NH:8][C:6](=[O:7])[O:5][C:2]([CH3:1])([CH3:3])[CH3:4])[CH2:11]2)=[C:30]2[C:25]([CH:26]=[CH:27][C:28]([O:31][CH3:32])=[N:29]2)=[CH:24][CH:23]=1. The catalyst class is: 7. (2) Reactant: [OH:1][CH2:2][CH2:3][O:4][C:5]1[CH:6]=[C:7]([CH:10]=[CH:11][CH:12]=1)[C:8]#[N:9].[N+]([C:16]1[N:20]=[CH:19][N:18]([C:21]([C:34]2[CH:39]=[CH:38][CH:37]=[CH:36][CH:35]=2)([C:28]2[CH:33]=[CH:32][CH:31]=[CH:30][CH:29]=2)[C:22]2[CH:27]=[CH:26][CH:25]=[CH:24][CH:23]=2)[N:17]=1)([O-])=O.[H-].[Na+]. Product: [C:34]1([C:21]([C:22]2[CH:23]=[CH:24][CH:25]=[CH:26][CH:27]=2)([C:28]2[CH:29]=[CH:30][CH:31]=[CH:32][CH:33]=2)[N:18]2[CH:19]=[N:20][C:16]([O:1][CH2:2][CH2:3][O:4][C:5]3[CH:6]=[C:7]([CH:10]=[CH:11][CH:12]=3)[C:8]#[N:9])=[N:17]2)[CH:39]=[CH:38][CH:37]=[CH:36][CH:35]=1. The catalyst class is: 1. (3) Reactant: C([O:3][C:4]([C:6]1[C:15](=[O:16])[N:14]2[C:9]([C:10]([CH3:32])=[C:11]([N:18]3[CH2:22][CH2:21][CH:20]([O:23][C:24]([N:26]4[CH2:31][CH2:30][NH:29][CH2:28][CH2:27]4)=[O:25])[CH2:19]3)[C:12]([F:17])=[CH:13]2)=[C:8]([CH:33]2[CH2:35][CH2:34]2)[CH:7]=1)=[O:5])C.O[Li].O.FC(F)(F)C(O)=O. Product: [CH:33]1([C:8]2[CH:7]=[C:6]([C:4]([OH:5])=[O:3])[C:15](=[O:16])[N:14]3[C:9]=2[C:10]([CH3:32])=[C:11]([N:18]2[CH2:22][CH2:21][CH:20]([O:23][C:24]([N:26]4[CH2:31][CH2:30][NH:29][CH2:28][CH2:27]4)=[O:25])[CH2:19]2)[C:12]([F:17])=[CH:13]3)[CH2:35][CH2:34]1. The catalyst class is: 40. (4) Reactant: [CH3:1][N:2]1[C:6]([C:7]2[CH:8]=[C:9]([C:15]([O:17]C)=[O:16])[S:10][C:11]=2[CH2:12][CH2:13][CH3:14])=[CH:5][CH:4]=[N:3]1.[Cl:19]N1C(=O)CCC1=O.[OH-].[Na+]. Product: [Cl:19][C:5]1[CH:4]=[N:3][N:2]([CH3:1])[C:6]=1[C:7]1[CH:8]=[C:9]([C:15]([OH:17])=[O:16])[S:10][C:11]=1[CH2:12][CH2:13][CH3:14]. The catalyst class is: 7.